This data is from Peptide-MHC class II binding affinity with 134,281 pairs from IEDB. The task is: Regression. Given a peptide amino acid sequence and an MHC pseudo amino acid sequence, predict their binding affinity value. This is MHC class II binding data. (1) The peptide sequence is IIQPEKPAQL. The MHC is HLA-DQA10501-DQB10201 with pseudo-sequence HLA-DQA10501-DQB10201. The binding affinity (normalized) is 0. (2) The peptide sequence is VQYSRADEEQQQALS. The MHC is HLA-DQA10401-DQB10402 with pseudo-sequence HLA-DQA10401-DQB10402. The binding affinity (normalized) is 0.167. (3) The peptide sequence is SKLTYENVKMEDVGY. The MHC is HLA-DQA10104-DQB10503 with pseudo-sequence HLA-DQA10104-DQB10503. The binding affinity (normalized) is 0.163.